This data is from Catalyst prediction with 721,799 reactions and 888 catalyst types from USPTO. The task is: Predict which catalyst facilitates the given reaction. (1) Reactant: Cl.Cl.[NH2:3][C:4]1[CH:5]=[C:6]([N:10]2[C:14]3[CH:15]=[CH:16][C:17]([C:19]([NH:21][CH2:22][C:23]4[CH:24]=[N:25][CH:26]=[CH:27][CH:28]=4)=[O:20])=[CH:18][C:13]=3[N:12]=[CH:11]2)[CH:7]=[CH:8][CH:9]=1.[S:29]1[CH:33]=[CH:32][CH:31]=[C:30]1[S:34](Cl)(=[O:36])=[O:35]. Product: [N:25]1[CH:26]=[CH:27][CH:28]=[C:23]([CH2:22][NH:21][C:19]([C:17]2[CH:16]=[CH:15][C:14]3[N:10]([C:6]4[CH:7]=[CH:8][CH:9]=[C:4]([NH:3][S:34]([C:30]5[S:29][CH:33]=[CH:32][CH:31]=5)(=[O:36])=[O:35])[CH:5]=4)[CH:11]=[N:12][C:13]=3[CH:18]=2)=[O:20])[CH:24]=1. The catalyst class is: 17. (2) Reactant: [NH:1]([C:18]([O:20][CH2:21][C:22]1[CH:27]=[CH:26][CH:25]=[CH:24][CH:23]=1)=[O:19])[C@H:2]([C:8]([O:10]CC1C=CC=CC=1)=O)[CH2:3][CH2:4][C:5](=[O:7])[OH:6].[NH2:28][C@H:29]([C:33]([O:35][CH2:36][C:37]1[CH:42]=[CH:41][CH:40]=[CH:39][CH:38]=1)=[O:34])[CH:30]([CH3:32])[CH3:31].Cl.C1C=CC2N(O)N=NC=2C=1.CCN=C=NCCCN(C)C.Cl. Product: [NH:1]([C:18]([O:20][CH2:21][C:22]1[CH:23]=[CH:24][CH:25]=[CH:26][CH:27]=1)=[O:19])[C@H:2]([C:8]([NH:28][C@H:29]([C:33]([O:35][CH2:36][C:37]1[CH:42]=[CH:41][CH:40]=[CH:39][CH:38]=1)=[O:34])[CH:30]([CH3:32])[CH3:31])=[O:10])[CH2:3][CH2:4][C:5](=[O:7])[OH:6]. The catalyst class is: 347. (3) Reactant: [CH3:1][CH:2]([C:6]1[CH:14]=[CH:13][C:9]([C:10]([OH:12])=O)=[CH:8][CH:7]=1)[CH2:3][CH2:4][CH3:5].ON1C2C=CC=CC=2N=N1.Cl.CN(C)CCCN=C=NCC.C(N(CC)CC)C.[NH2:44][CH2:45][C:46]1[C:47]([OH:54])=[N:48][C:49]([CH3:53])=[CH:50][C:51]=1[CH3:52]. Product: [OH:54][C:47]1[C:46]([CH2:45][NH:44][C:10](=[O:12])[C:9]2[CH:8]=[CH:7][C:6]([CH:2]([CH2:3][CH2:4][CH3:5])[CH3:1])=[CH:14][CH:13]=2)=[C:51]([CH3:52])[CH:50]=[C:49]([CH3:53])[N:48]=1. The catalyst class is: 4. (4) Reactant: C[Al](C)C.[CH3:5][N:6]([CH3:8])[NH2:7].C[O:10][C:11]([C:13]1[O:17][N:16]=[C:15]([O:18][CH2:19][C:20]2[C:21]([C:26]3[CH:31]=[CH:30][CH:29]=[CH:28][CH:27]=3)=[N:22][O:23][C:24]=2[CH3:25])[CH:14]=1)=O.[C@H](O)(C([O-])=O)[C@@H](O)C([O-])=O.[Na+].[K+]. Product: [CH3:5][N:6]([CH3:8])[NH:7][C:11]([C:13]1[O:17][N:16]=[C:15]([O:18][CH2:19][C:20]2[C:21]([C:26]3[CH:31]=[CH:30][CH:29]=[CH:28][CH:27]=3)=[N:22][O:23][C:24]=2[CH3:25])[CH:14]=1)=[O:10]. The catalyst class is: 12. (5) Reactant: [CH:1]1[CH:2]=[CH:3][C:4]2[O:12]C(=O)[NH:9][C:7](=[O:8])[C:5]=2[CH:6]=1.O[CH2:14][CH2:15][CH2:16][CH2:17][CH2:18][CH2:19][N:20]1[CH2:25][CH2:24][O:23][CH2:22][CH2:21]1.C1(P(C2C=CC=CC=2)C2C=CC=CC=2)C=CC=CC=1.N(C(OC(C)C)=O)=NC(OC(C)C)=O.[OH-].[Na+]. Product: [N:20]1([CH2:19][CH2:18][CH2:17][CH2:16][CH2:15][CH2:14][C:2]2[CH:3]=[C:4]([OH:12])[C:5](=[CH:6][CH:1]=2)[C:7]([NH2:9])=[O:8])[CH2:21][CH2:22][O:23][CH2:24][CH2:25]1. The catalyst class is: 7. (6) Product: [F:13][C:14]1[CH:15]=[C:16]([CH:26]=[CH:27][CH:28]=1)[CH2:17][O:18][C:19]1[CH:24]=[CH:23][C:22]([NH:25][C:2]2[C:7]3=[C:8]([CH3:11])[CH:9]=[CH:10][N:6]3[N:5]=[CH:4][N:3]=2)=[CH:21][CH:20]=1. The catalyst class is: 10. Reactant: Cl[C:2]1[C:7]2=[C:8]([CH3:11])[CH:9]=[CH:10][N:6]2[N:5]=[CH:4][N:3]=1.Cl.[F:13][C:14]1[CH:15]=[C:16]([CH:26]=[CH:27][CH:28]=1)[CH2:17][O:18][C:19]1[CH:24]=[CH:23][C:22]([NH2:25])=[CH:21][CH:20]=1.C([O-])(O)=O.[Na+]. (7) Product: [C:1]([C:3]1[C:4]([C:14]2[CH:19]=[CH:18][C:17]([Cl:20])=[CH:16][C:15]=2[Cl:21])=[C:5]([C:9]([OH:11])=[O:10])[S:6][C:7]=1[I:8])#[N:2]. The catalyst class is: 30. Reactant: [C:1]([C:3]1[C:4]([C:14]2[CH:19]=[CH:18][C:17]([Cl:20])=[CH:16][C:15]=2[Cl:21])=[C:5]([C:9]([O:11]CC)=[O:10])[S:6][C:7]=1[I:8])#[N:2].[OH-].[Na+]. (8) Reactant: [CH3:1][C:2]([O-])(C)[CH3:3].[K+].[CH3:7]/[C:8](/[CH2:16][OH:17])=[CH:9]\[C:10]1[CH:15]=[CH:14][CH:13]=[CH:12][CH:11]=1.C(Cl)C=C. Product: [CH2:3]([O:17][CH2:16]/[C:8](/[CH3:7])=[CH:9]/[C:10]1[CH:15]=[CH:14][CH:13]=[CH:12][CH:11]=1)[CH:2]=[CH2:1]. The catalyst class is: 807.